Dataset: Full USPTO retrosynthesis dataset with 1.9M reactions from patents (1976-2016). Task: Predict the reactants needed to synthesize the given product. (1) Given the product [CH2:19]([O:1][C:2]1[CH:11]=[C:10]2[C:5]([CH:6]=[CH:7][C:8](=[O:12])[O:9]2)=[CH:4][CH:3]=1)[C:20]1[CH:25]=[CH:24][CH:23]=[CH:22][CH:21]=1, predict the reactants needed to synthesize it. The reactants are: [OH:1][C:2]1[CH:11]=[C:10]2[C:5]([CH:6]=[CH:7][C:8](=[O:12])[O:9]2)=[CH:4][CH:3]=1.C([O-])([O-])=O.[Cs+].[Cs+].[CH2:19](Br)[C:20]1[CH:25]=[CH:24][CH:23]=[CH:22][CH:21]=1. (2) Given the product [CH3:43][S:44]([N:29]1[CH2:30][CH2:31][N:26]([C:24]([C:15]2[C:14]([NH:13][C:11]([NH:10][C:3]3[C:2]([CH3:1])=[CH:7][C:6]([CH3:8])=[CH:5][C:4]=3[CH3:9])=[O:12])=[CH:23][C:22]3[C:17](=[CH:18][CH:19]=[CH:20][CH:21]=3)[CH:16]=2)=[O:25])[C@H:27]([C:32]([O:34][CH3:35])=[O:33])[CH2:28]1)(=[O:46])=[O:45], predict the reactants needed to synthesize it. The reactants are: [CH3:1][C:2]1[CH:7]=[C:6]([CH3:8])[CH:5]=[C:4]([CH3:9])[C:3]=1[NH:10][C:11]([NH:13][C:14]1[C:15]([C:24]([N:26]2[CH2:31][CH2:30][NH:29][CH2:28][C@H:27]2[C:32]([O:34][CH3:35])=[O:33])=[O:25])=[CH:16][C:17]2[C:22]([CH:23]=1)=[CH:21][CH:20]=[CH:19][CH:18]=2)=[O:12].C(N(CC)CC)C.[CH3:43][S:44](Cl)(=[O:46])=[O:45]. (3) Given the product [S:8]1[C:3]2[CH:4]=[CH:5][CH:6]=[CH:7][C:2]=2[N:1]=[C:21]1[C:20]1[CH:23]=[C:16]([C:13]2[CH:14]=[CH:15][C:10]([F:9])=[CH:11][CH:12]=2)[CH:17]=[CH:18][C:19]=1[OH:24], predict the reactants needed to synthesize it. The reactants are: [NH2:1][C:2]1[CH:7]=[CH:6][CH:5]=[CH:4][C:3]=1[SH:8].[F:9][C:10]1[CH:15]=[CH:14][C:13]([C:16]2[CH:23]=[C:20]([CH:21]=O)[C:19]([OH:24])=[CH:18][CH:17]=2)=[CH:12][CH:11]=1. (4) Given the product [C:3]([C:5]1[CH:10]=[CH:9][CH:8]=[CH:7][C:6]=1[C:11]1[C:12](=[O:30])[N:13]([C:23]2[CH:28]=[CH:27][CH:26]=[C:25]([NH:29][CH3:31])[CH:24]=2)[CH:14]=[C:15]([C:17]2[CH:22]=[CH:21][CH:20]=[CH:19][N:18]=2)[CH:16]=1)#[N:4], predict the reactants needed to synthesize it. The reactants are: C=O.[C:3]([C:5]1[CH:10]=[CH:9][CH:8]=[CH:7][C:6]=1[C:11]1[C:12](=[O:30])[N:13]([C:23]2[CH:28]=[CH:27][CH:26]=[C:25]([NH2:29])[CH:24]=2)[CH:14]=[C:15]([C:17]2[CH:22]=[CH:21][CH:20]=[CH:19][N:18]=2)[CH:16]=1)#[N:4].[C:31](=O)(O)[O-].[Na+]. (5) Given the product [NH2:1][C:4]1[CH:5]=[C:6]([C:11]2[CH:16]=[CH:15][C:14]([C:17]([OH:19])=[O:18])=[CH:13][CH:12]=2)[CH:7]=[CH:8][C:9]=1[OH:10], predict the reactants needed to synthesize it. The reactants are: [N+:1]([C:4]1[CH:5]=[C:6]([C:11]2[CH:16]=[CH:15][C:14]([C:17]([OH:19])=[O:18])=[CH:13][CH:12]=2)[CH:7]=[CH:8][C:9]=1[OH:10])([O-])=O.OC1C([N+]([O-])=O)=CC=CC=1C1C=CC=C(C(O)=O)C=1. (6) Given the product [CH3:34][O:33][C:31]1[CH:30]=[C:29]([C:35]2([CH:40]=[CH:5][CH2:1][CH2:2][CH2:3][CH3:4])[CH2:36][CH2:37][CH2:38][CH2:39]2)[CH:28]=[C:27]([O:26][CH3:25])[CH:32]=1, predict the reactants needed to synthesize it. The reactants are: [CH2:1]([CH:5]=P(C1C=CC=CC=1)(C1C=CC=CC=1)C1C=CC=CC=1)[CH2:2][CH2:3][CH3:4].[CH3:25][O:26][C:27]1[CH:28]=[C:29]([C:35]2([CH:40]=O)[CH2:39][CH2:38][CH2:37][CH2:36]2)[CH:30]=[C:31]([O:33][CH3:34])[CH:32]=1. (7) Given the product [Br:1][C:2]1[C:10]2[NH:9][N:8]=[C:7]([Cl:11])[C:6]=2[C:5]2[CH2:12][N:32]([CH2:31][C:30]([F:34])([F:33])[F:29])[C:16](=[O:18])[C@H:15]([CH2:20][C:21]([O:23][CH3:24])=[O:22])[CH2:14][C:4]=2[CH:3]=1, predict the reactants needed to synthesize it. The reactants are: [Br:1][C:2]1[CH:3]=[C:4]([CH2:14][C@@H:15]([CH2:20][C:21]([O:23][CH3:24])=[O:22])[C:16]([O:18]C)=O)[C:5]([CH2:12]O)=[C:6]2[C:10]=1[NH:9][N:8]=[C:7]2[Cl:11].S(Cl)(Cl)=O.[F:29][C:30]([F:34])([F:33])[CH2:31][NH2:32].C(=O)([O-])[O-].[K+].[K+].C(O)(=O)C.